From a dataset of NCI-60 drug combinations with 297,098 pairs across 59 cell lines. Regression. Given two drug SMILES strings and cell line genomic features, predict the synergy score measuring deviation from expected non-interaction effect. (1) Drug 1: CNC(=O)C1=NC=CC(=C1)OC2=CC=C(C=C2)NC(=O)NC3=CC(=C(C=C3)Cl)C(F)(F)F. Drug 2: C1=CC=C(C(=C1)C(C2=CC=C(C=C2)Cl)C(Cl)Cl)Cl. Cell line: SF-295. Synergy scores: CSS=9.20, Synergy_ZIP=5.82, Synergy_Bliss=5.26, Synergy_Loewe=9.09, Synergy_HSA=6.11. (2) Drug 1: CC1=C(C=C(C=C1)C(=O)NC2=CC(=CC(=C2)C(F)(F)F)N3C=C(N=C3)C)NC4=NC=CC(=N4)C5=CN=CC=C5. Drug 2: N.N.Cl[Pt+2]Cl. Cell line: OVCAR-5. Synergy scores: CSS=34.3, Synergy_ZIP=-1.63, Synergy_Bliss=3.59, Synergy_Loewe=2.43, Synergy_HSA=1.39. (3) Drug 1: CCN(CC)CCNC(=O)C1=C(NC(=C1C)C=C2C3=C(C=CC(=C3)F)NC2=O)C. Drug 2: C(CC(=O)O)C(=O)CN.Cl. Cell line: UO-31. Synergy scores: CSS=2.54, Synergy_ZIP=-0.975, Synergy_Bliss=0.716, Synergy_Loewe=-1.44, Synergy_HSA=-0.404.